Task: Predict the reactants needed to synthesize the given product.. Dataset: Full USPTO retrosynthesis dataset with 1.9M reactions from patents (1976-2016) (1) The reactants are: FC1C=C([C:11]2[N:16]=[C:15]3[N:17]([CH2:20][C:21]4[CH:22]=[C:23]5[C:28](=[CH:29][CH:30]=4)[N:27]=[CH:26][CH:25]=[CH:24]5)[N:18]=[N:19][C:14]3=[CH:13][CH:12]=2)C=C(F)C=1C(O)=O.[Cl:32][C:33]1[CH:34]=[C:35](B(O)O)[CH:36]=[CH:37][C:38]=1[C:39]([O:41][CH3:42])=[O:40].[C:46]([O-])(=O)C.[K+]. Given the product [Cl:32][C:33]1[CH:34]=[C:35]([C:11]2[N:16]=[C:15]3[N:17]([CH2:20][C:21]4[CH:22]=[C:23]5[C:28](=[CH:29][CH:30]=4)[N:27]=[C:26]([CH3:46])[CH:25]=[CH:24]5)[N:18]=[N:19][C:14]3=[CH:13][CH:12]=2)[CH:36]=[CH:37][C:38]=1[C:39]([O:41][CH3:42])=[O:40], predict the reactants needed to synthesize it. (2) Given the product [N+:1]([C:4]1[CH:12]=[CH:11][CH:10]=[CH:9][C:5]=1[C:6]([NH:29][C:26]1[CH:27]=[CH:28][C:23]([C:14]([CH3:15])([CH:16]2[CH2:17][CH2:18][N:19]([CH3:22])[CH2:20][CH2:21]2)[CH3:13])=[CH:24][CH:25]=1)=[O:8])([O-:3])=[O:2], predict the reactants needed to synthesize it. The reactants are: [N+:1]([C:4]1[CH:12]=[CH:11][CH:10]=[CH:9][C:5]=1[C:6]([OH:8])=O)([O-:3])=[O:2].[CH3:13][C:14]([C:23]1[CH:28]=[CH:27][C:26]([NH2:29])=[CH:25][CH:24]=1)([CH:16]1[CH2:21][CH2:20][N:19]([CH3:22])[CH2:18][CH2:17]1)[CH3:15].CCN(C(C)C)C(C)C.C1C=CC2N(O)N=NC=2C=1. (3) Given the product [C:1]([C@H:5]1[CH2:10][CH2:9][C@H:8]([O:11][C:12]2[CH:13]=[C:14]3[C:19](=[CH:20][CH:21]=2)[CH:18]=[C:17]([CH2:22][NH:24][CH:25]([CH3:30])[C:26]([O:28][CH3:29])=[O:27])[CH:16]=[CH:15]3)[CH2:7][CH2:6]1)([CH3:4])([CH3:3])[CH3:2], predict the reactants needed to synthesize it. The reactants are: [C:1]([C@H:5]1[CH2:10][CH2:9][C@H:8]([O:11][C:12]2[CH:13]=[C:14]3[C:19](=[CH:20][CH:21]=2)[CH:18]=[C:17]([CH:22]=O)[CH:16]=[CH:15]3)[CH2:7][CH2:6]1)([CH3:4])([CH3:3])[CH3:2].[NH2:24][CH:25]([CH3:30])[C:26]([O:28][CH3:29])=[O:27].CC(O)=O.[BH3-]C#N.[Na+]. (4) Given the product [Cl:18][C:19]1[C:25]([CH3:26])=[CH:24][C:22]([NH:23][C:2]2[CH:7]=[C:6]([C:8]([F:11])([F:10])[F:9])[N:5]=[C:4]([C:12]3[CH:13]=[N:14][CH:15]=[CH:16][CH:17]=3)[N:3]=2)=[C:21]([O:27][CH3:28])[CH:20]=1, predict the reactants needed to synthesize it. The reactants are: Cl[C:2]1[CH:7]=[C:6]([C:8]([F:11])([F:10])[F:9])[N:5]=[C:4]([C:12]2[CH:13]=[N:14][CH:15]=[CH:16][CH:17]=2)[N:3]=1.[Cl:18][C:19]1[C:25]([CH3:26])=[CH:24][C:22]([NH2:23])=[C:21]([O:27][CH3:28])[CH:20]=1. (5) Given the product [OH:5][CH:2]([CH2:1][OH:6])[CH:3]=[CH:18][C:16]([O:15][CH2:8][C:9]1[CH:14]=[CH:13][CH:12]=[CH:11][CH:10]=1)=[O:17], predict the reactants needed to synthesize it. The reactants are: [CH2:1]([OH:6])[CH:2]([OH:5])[CH:3]=O.[Br-].[CH2:8]([O:15][C:16]([CH2:18][P+](C1C=CC=CC=1)(C1C=CC=CC=1)C1C=CC=CC=1)=[O:17])[C:9]1[CH:14]=[CH:13][CH:12]=[CH:11][CH:10]=1.